From a dataset of Choline transporter screen with 302,306 compounds. Binary Classification. Given a drug SMILES string, predict its activity (active/inactive) in a high-throughput screening assay against a specified biological target. The molecule is Brc1ccc(C(=O)Cn2c(=O)c3n4c(CCCC4)c(c3nc2)C#N)cc1. The result is 0 (inactive).